Predict the product of the given reaction. From a dataset of Forward reaction prediction with 1.9M reactions from USPTO patents (1976-2016). (1) The product is: [S:8]1[C:3]2[CH:4]=[CH:5][CH:6]=[CH:7][C:2]=2[N:1]=[C:18]1[C:17]1[CH:20]=[C:21]([C:23]2[CH:28]=[CH:27][CH:26]=[CH:25][CH:24]=2)[CH:22]=[C:15]([C:9]2[CH:10]=[CH:11][CH:12]=[CH:13][CH:14]=2)[C:16]=1[OH:29]. Given the reactants [NH2:1][C:2]1[CH:7]=[CH:6][CH:5]=[CH:4][C:3]=1[SH:8].[C:9]1([C:15]2[CH:22]=[C:21]([C:23]3[CH:28]=[CH:27][CH:26]=[CH:25][CH:24]=3)[CH:20]=[C:17]([CH:18]=O)[C:16]=2[OH:29])[CH:14]=[CH:13][CH:12]=[CH:11][CH:10]=1, predict the reaction product. (2) Given the reactants [Cl:1][C:2]1[CH:3]=[C:4]([CH:6]=[CH:7][C:8]=1I)[NH2:5].[CH2:10]([CH:13]1[CH2:18][CH2:17][CH2:16][NH:15][C:14]1=[O:19])[CH:11]=[CH2:12], predict the reaction product. The product is: [CH2:10]([CH:13]1[CH2:18][CH2:17][CH2:16][N:15]([C:8]2[CH:7]=[CH:6][C:4]([NH2:5])=[CH:3][C:2]=2[Cl:1])[C:14]1=[O:19])[CH:11]=[CH2:12]. (3) Given the reactants [Cl:1][C:2]1[CH:3]=[N:4][C:5]([N:11]2[CH2:14][CH:13]([O:15][C:16]3[CH:21]=[CH:20][CH:19]=[C:18]([C:22]([F:25])([F:24])[F:23])[CH:17]=3)[CH2:12]2)=[C:6]([CH:10]=1)[C:7](O)=[O:8].Cl.[NH2:27][C:28]1([C:31]2[CH:40]=[CH:39][C:34]([C:35]([O:37][CH3:38])=[O:36])=[CH:33][CH:32]=2)[CH2:30][CH2:29]1, predict the reaction product. The product is: [Cl:1][C:2]1[CH:3]=[N:4][C:5]([N:11]2[CH2:14][CH:13]([O:15][C:16]3[CH:21]=[CH:20][CH:19]=[C:18]([C:22]([F:23])([F:25])[F:24])[CH:17]=3)[CH2:12]2)=[C:6]([CH:10]=1)[C:7]([NH:27][C:28]1([C:31]2[CH:40]=[CH:39][C:34]([C:35]([O:37][CH3:38])=[O:36])=[CH:33][CH:32]=2)[CH2:30][CH2:29]1)=[O:8]. (4) The product is: [CH2:29]([C:10]1[CH:9]=[C:8]([F:11])[CH:7]=[C:6]([C:12]2[C:13]([Cl:19])=[CH:14][CH:15]=[CH:16][C:17]=2[Cl:18])[C:5]=1[OH:4])[CH:20]=[CH2:21]. Given the reactants C([O:4][C:5]1[CH:10]=[CH:9][C:8]([F:11])=[CH:7][C:6]=1[C:12]1[C:17]([Cl:18])=[CH:16][CH:15]=[CH:14][C:13]=1[Cl:19])C=C.[CH2:20]1[CH:29]2C(CCCC2)CC[CH2:21]1, predict the reaction product. (5) Given the reactants [OH:1][C:2]1[CH:3]=[C:4]([CH:7]=[CH:8][C:9]=1O)[CH:5]=[O:6].[CH2:11](I)[CH3:12].[C:14](=[O:17])([O-])[O-].[K+].[K+].Cl.[CH3:21]N(C)C=O, predict the reaction product. The product is: [CH2:11]([O:1][C:2]1[CH:3]=[C:4]([CH:7]=[CH:8][C:9]=1[O:17][CH2:14][CH3:21])[CH:5]=[O:6])[CH3:12]. (6) Given the reactants Br[C:2]1[CH:10]=[CH:9][CH:8]=[C:7]2[C:3]=1[C:4]([C:15]([N:17]1[CH2:22][CH2:21][CH:20]([C:23]3[CH:24]=[C:25]([CH:34]=[CH:35][C:36]=3[F:37])[CH2:26][NH:27][C:28](=[O:33])[C:29]([F:32])([F:31])[F:30])[CH2:19][CH2:18]1)=[O:16])=[CH:5][N:6]2[CH2:11][CH2:12][O:13][CH3:14].C(=O)([O-])[O-].[Cs+].[Cs+].[CH2:44]([Cl:46])Cl, predict the reaction product. The product is: [Cl:46][C:44]1[CH:3]=[C:4]([C:2]2[CH:10]=[CH:9][CH:8]=[C:7]3[C:3]=2[C:4]([C:15]([N:17]2[CH2:18][CH2:19][CH:20]([C:23]4[CH:24]=[C:25]([CH:34]=[CH:35][C:36]=4[F:37])[CH2:26][NH:27][C:28](=[O:33])[C:29]([F:31])([F:32])[F:30])[CH2:21][CH2:22]2)=[O:16])=[CH:5][N:6]3[CH2:11][CH2:12][O:13][CH3:14])[CH:5]=[N:6][CH:7]=1. (7) Given the reactants NCCOB(C1SC=CC=1)C1SC=CC=1.N1([C@@H:22]([C:37]2C=CC=C[CH:38]=2)[C:23](C2C=CC=CC=2)([C:25]2C=CC=[CH:27][CH:26]=2)[OH:24])CCCCC1.C([Zn]CC)C.CN1C(C=O)=CC=N1, predict the reaction product. The product is: [CH3:38][CH2:37][CH2:22][CH2:23][CH2:25][CH2:26][CH3:27].[CH3:22][CH:23]([OH:24])[CH3:25].